From a dataset of Catalyst prediction with 721,799 reactions and 888 catalyst types from USPTO. Predict which catalyst facilitates the given reaction. (1) Reactant: [CH2:1]([N:3]([CH2:17][CH3:18])[C:4](=[O:16])[C:5]1[CH:10]=[CH:9][C:8]([NH:11][CH3:12])=[C:7]([N+:13]([O-])=O)[CH:6]=1)[CH3:2]. Product: [NH2:13][C:7]1[CH:6]=[C:5]([CH:10]=[CH:9][C:8]=1[NH:11][CH3:12])[C:4]([N:3]([CH2:17][CH3:18])[CH2:1][CH3:2])=[O:16]. The catalyst class is: 99. (2) Reactant: [CH:1]1([NH:4][C:5]([C:7]2[CH:8]=[CH:9][C:10]([CH3:34])=[C:11]([C:13]3[CH:14]=[C:15]4[C:20](=[CH:21][CH:22]=3)[C:19](=[O:23])[N:18]([CH2:24][C:25]3[CH:30]=[CH:29][N:28]=[CH:27][CH:26]=3)[CH:17]=[C:16]4[C:31](O)=[O:32])[CH:12]=2)=[O:6])[CH2:3][CH2:2]1.[CH:35]([N:38]([CH2:42][CH3:43])[CH:39]([CH3:41])[CH3:40])([CH3:37])C.[CH3:44][N:45](C(ON1N=NC2C=CC=NC1=2)=[N+](C)C)[CH3:46].F[P-](F)(F)(F)(F)F. Product: [CH:1]1([NH:4][C:5](=[O:6])[C:7]2[CH:8]=[CH:9][C:10]([CH3:34])=[C:11]([C:13]3[CH:14]=[C:15]4[C:20](=[CH:21][CH:22]=3)[C:19](=[O:23])[N:18]([CH2:24][C:25]3[CH:30]=[CH:29][N:28]=[CH:27][CH:26]=3)[CH:17]=[C:16]4[C:31]([N:45]3[CH2:46][CH2:40][CH:39]([N:38]4[CH2:35][CH2:37][CH2:43][CH2:42]4)[CH2:41][CH2:44]3)=[O:32])[CH:12]=2)[CH2:2][CH2:3]1. The catalyst class is: 7. (3) Reactant: [NH:1]1[CH2:6][CH2:5][O:4][CH2:3][CH2:2]1.[C:7]1(=O)[CH2:12][CH2:11][CH2:10][C:9](=[O:13])[CH2:8]1.O. Product: [O:4]1[CH2:5][CH2:6][N:1]([C:7]2[CH2:12][CH2:11][CH2:10][C:9](=[O:13])[CH:8]=2)[CH2:2][CH2:3]1. The catalyst class is: 48. (4) Product: [C:25]([C:24]1[C:23](=[O:28])[O:29][C:30]2[C:3]([CH:1]=1)=[CH:4][CH:5]=[C:6]([N:9]1[CH2:10][CH2:11][N:12]([C:15]([O:17][C:18]([CH3:21])([CH3:20])[CH3:19])=[O:16])[CH2:13][CH2:14]1)[CH:31]=2)(=[O:26])[CH3:27]. Reactant: [CH:1]([C:3]1C=C[C:6]([N:9]2[CH2:14][CH2:13][N:12]([C:15]([O:17][C:18]([CH3:21])([CH3:20])[CH3:19])=[O:16])[CH2:11][CH2:10]2)=[CH:5][C:4]=1O)=O.[C:23]([O:29][CH2:30][CH3:31])(=[O:28])[CH2:24][C:25]([CH3:27])=[O:26].CC(O)=O.N1CCCCC1. The catalyst class is: 23.